Dataset: Reaction yield outcomes from USPTO patents with 853,638 reactions. Task: Predict the reaction yield, written as a fraction of the theoretical maximum amount of product (1.0 means a 100% yield; for example, 0.34 means a 34% yield). (1) The reactants are [CH:1]1([CH:7]([C:11]2[CH:16]=[CH:15][CH:14]=[CH:13][CH:12]=2)[C:8]([OH:10])=[O:9])[CH2:6][CH2:5][CH2:4][CH2:3][CH2:2]1.Cl.[CH3:18]O. No catalyst specified. The product is [CH3:18][O:9][C:8](=[O:10])[CH:7]([CH:1]1[CH2:6][CH2:5][CH2:4][CH2:3][CH2:2]1)[C:11]1[CH:12]=[CH:13][CH:14]=[CH:15][CH:16]=1. The yield is 0.990. (2) The reactants are [N+:1]([C:4]1[CH:9]=[CH:8][C:7]([CH2:10][C:11]([NH2:13])=[O:12])=[CH:6][CH:5]=1)([O-:3])=[O:2].O1[CH:18]=[CH:17]OC1=O.CS(O)(=O)=O.O=P12OP3(OP(OP(O3)(O1)=O)(=O)O2)=O. No catalyst specified. The product is [N+:1]([C:4]1[CH:5]=[CH:6][C:7]([CH2:10][C:11]2[O:12][CH:17]=[CH:18][N:13]=2)=[CH:8][CH:9]=1)([O-:3])=[O:2]. The yield is 0.250. (3) The reactants are [Cl:1][C:2]1[CH:3]=[C:4]2[C:9](=[CH:10][CH:11]=1)[N:8]=[CH:7][C:6]([CH3:12])=[CH:5]2.[N+:13]([O-])([O-:15])=[O:14].[K+].N. The yield is 0.900. The catalyst is OS(O)(=O)=O. The product is [Cl:1][C:2]1[C:3]([N+:13]([O-:15])=[O:14])=[C:4]2[C:9](=[CH:10][CH:11]=1)[N:8]=[CH:7][C:6]([CH3:12])=[CH:5]2.